This data is from Full USPTO retrosynthesis dataset with 1.9M reactions from patents (1976-2016). The task is: Predict the reactants needed to synthesize the given product. (1) Given the product [C:1]([OH:5])(=[O:4])[CH:2]=[CH2:3].[CH2:29]([O:32][CH2:8][CH:7]1[O:11][CH2:6]1)[CH:28]1[O:37][CH2:38]1, predict the reactants needed to synthesize it. The reactants are: [C:1]([OH:5])(=[O:4])[CH:2]=[CH2:3].[C:6]([OH:11])(=O)[C:7](C)=[CH2:8].[C:38]([O:37][C:28]1C=CC(C(C2C=C[C:29]([O:32]C(=O)C=C)=[C:28]([O:37][CH2:38]C)C=2OCC)(C)C)=C(OCC)[C:29]=1[O:32]CC)(=O)C=C.C(OC1C=CC(OCC)(C(C2(OCC)C=CC(OC(=O)C(C)=C)C(OCC)(OCC)C2(OCC)OCC)(C)C)C(OCC)(OCC)C1(OCC)OCC)(=O)C(C)=C.CCC. (2) Given the product [Br:1][C:2]1[CH:3]=[C:4]2[C:10]([CH:26]=[O:27])=[CH:9][N:8]([CH2:11][O:12][C:13](=[O:18])[C:14]([CH3:15])([CH3:17])[CH3:16])[C:5]2=[N:6][CH:7]=1, predict the reactants needed to synthesize it. The reactants are: [Br:1][C:2]1[CH:3]=[C:4]2[CH:10]=[CH:9][N:8]([CH2:11][O:12][C:13](=[O:18])[C:14]([CH3:17])([CH3:16])[CH3:15])[C:5]2=[N:6][CH:7]=1.P(Cl)(Cl)(Cl)=O.CN(C)[CH:26]=[O:27].